This data is from Forward reaction prediction with 1.9M reactions from USPTO patents (1976-2016). The task is: Predict the product of the given reaction. (1) Given the reactants [CH:1]([NH:4][N:5]1[C:17]2[C:16]3[CH:15]=[CH:14][C:13]([CH:18]=[CH:19][C:20]4[CH:21]=[N:22][CH:23]=[CH:24][CH:25]=4)=[CH:12][C:11]=3[N:10]=[C:9]([NH2:26])[C:8]=2[N:7]=[C:6]1[CH2:27][CH2:28][CH3:29])([CH3:3])[CH3:2], predict the reaction product. The product is: [CH:1]([NH:4][N:5]1[C:17]2[C:16]3[CH:15]=[CH:14][C:13]([CH2:18][CH2:19][C:20]4[CH:21]=[N:22][CH:23]=[CH:24][CH:25]=4)=[CH:12][C:11]=3[N:10]=[C:9]([NH2:26])[C:8]=2[N:7]=[C:6]1[CH2:27][CH2:28][CH3:29])([CH3:3])[CH3:2]. (2) Given the reactants [Br:1][C:2]1[CH:10]=[CH:9][CH:8]=[CH:7][C:3]=1[C:4]([OH:6])=[O:5].C1CCC(N=C=NC2CCCCC2)CC1.C(Cl)Cl.[C:29](O)([CH3:32])([CH3:31])[CH3:30], predict the reaction product. The product is: [C:29]([O:5][C:4](=[O:6])[C:3]1[CH:7]=[CH:8][CH:9]=[CH:10][C:2]=1[Br:1])([CH3:32])([CH3:31])[CH3:30]. (3) Given the reactants [C:1]([O:5][CH:6]([C:10]1[N:15]([CH3:16])[C:14](=[O:17])[C:13]2[NH:18][CH:19]=[CH:20][C:12]=2[C:11]=1[C:21]1[C:22]([CH3:31])=[C:23]2[C:28](=[CH:29][CH:30]=1)[O:27][CH2:26][CH2:25][CH2:24]2)[C:7]([OH:9])=[O:8])([CH3:4])([CH3:3])[CH3:2].[Cl:32][C:33]1[CH:40]=[CH:39][C:36]([CH2:37]Br)=[CH:35][CH:34]=1, predict the reaction product. The product is: [C:1]([O:5][CH:6]([C:10]1[N:15]([CH3:16])[C:14](=[O:17])[C:13]2[N:18]([CH2:37][C:36]3[CH:39]=[CH:40][C:33]([Cl:32])=[CH:34][CH:35]=3)[CH:19]=[CH:20][C:12]=2[C:11]=1[C:21]1[C:22]([CH3:31])=[C:23]2[C:28](=[CH:29][CH:30]=1)[O:27][CH2:26][CH2:25][CH2:24]2)[C:7]([OH:9])=[O:8])([CH3:4])([CH3:3])[CH3:2]. (4) Given the reactants [CH2:1]([C:8]#[N:9])[C:2]1[CH:7]=[CH:6][CH:5]=[CH:4][CH:3]=1.[H-].[Na+].[C:12](OCC)(=[O:16])[CH:13]([CH3:15])[CH3:14], predict the reaction product. The product is: [CH3:14][CH:13]([CH3:15])[C:12](=[O:16])[CH:1]([C:2]1[CH:7]=[CH:6][CH:5]=[CH:4][CH:3]=1)[C:8]#[N:9]. (5) Given the reactants OC1C=NC(C2C=C(C(C3C(=O)C=CN(C4C=NN(C)C=4)N=3)C)C=CC=2)=NC=1.F[C@H]1[C@H](OS(C(F)(F)F)(=O)=O)CCN(C(OC(C)(C)C)=O)C1.[F:51][C@H:52]1[C@H:57]([O:58][C:59]2[CH:60]=[N:61][C:62]([C:65]3[CH:70]=[CH:69][CH:68]=[C:67]([CH:71]([C:73]4[C:78](=[O:79])[CH:77]=[CH:76][N:75]([C:80]5[CH:81]=[N:82][N:83]([CH3:85])[CH:84]=5)[N:74]=4)[CH3:72])[CH:66]=3)=[N:63][CH:64]=2)[CH2:56][CH2:55][N:54]([C:86]([O:88][C:89]([CH3:92])([CH3:91])[CH3:90])=[O:87])[CH2:53]1, predict the reaction product. The product is: [F:51][C@H:52]1[C@@H:57]([O:58][C:59]2[CH:60]=[N:61][C:62]([C:65]3[CH:70]=[CH:69][CH:68]=[C:67]([CH:71]([C:73]4[C:78](=[O:79])[CH:77]=[CH:76][N:75]([C:80]5[CH:81]=[N:82][N:83]([CH3:85])[CH:84]=5)[N:74]=4)[CH3:72])[CH:66]=3)=[N:63][CH:64]=2)[CH2:56][CH2:55][N:54]([C:86]([O:88][C:89]([CH3:90])([CH3:92])[CH3:91])=[O:87])[CH2:53]1.